Task: Predict the reaction yield, written as a fraction of the theoretical maximum amount of product (1.0 means a 100% yield; for example, 0.34 means a 34% yield).. Dataset: Reaction yield outcomes from USPTO patents with 853,638 reactions (1) The reactants are [N:1]1[CH:6]=[CH:5][CH:4]=[CH:3][C:2]=1[CH:7](C)[C:8]([O:10][CH2:11][CH3:12])=[O:9].ClC1C=C(C=CC=1)C(OO)=[O:19]. The catalyst is C(Cl)Cl. The product is [CH2:11]([O:10][C:8]([CH2:7][C:2]1[CH:3]=[CH:4][CH:5]=[CH:6][N+:1]=1[O-:19])=[O:9])[CH3:12]. The yield is 0.758. (2) The product is [CH:1]1([NH:4][S:5]([C:8]2[CH:13]=[CH:12][C:11]([F:14])=[C:10]([NH2:15])[CH:9]=2)(=[O:7])=[O:6])[CH2:3][CH2:2]1. The reactants are [CH:1]1([NH:4][S:5]([C:8]2[CH:13]=[CH:12][C:11]([F:14])=[C:10]([N+:15]([O-])=O)[CH:9]=2)(=[O:7])=[O:6])[CH2:3][CH2:2]1. The yield is 0.950. The catalyst is CCO.[Pd]. (3) The reactants are CO[C:3](=[O:24])[C:4]1[CH:9]=[CH:8][C:7]([O:10][CH2:11][C:12]2[C:13]([C:18]3[CH:19]=[N:20][CH:21]=[CH:22][CH:23]=3)=[N:14][O:15][C:16]=2[CH3:17])=[N:6][CH:5]=1.COC(=O)C1C=CC(OCC2C(C3C=CC=C(F)C=3)=NOC=2C)=NC=1.[F:50][C:51]([F:55])([F:54])[CH2:52][NH2:53]. No catalyst specified. The product is [CH3:17][C:16]1[O:15][N:14]=[C:13]([C:18]2[CH:19]=[N:20][CH:21]=[CH:22][CH:23]=2)[C:12]=1[CH2:11][O:10][C:7]1[CH:8]=[CH:9][C:4]([C:3]([NH:53][CH2:52][C:51]([F:55])([F:54])[F:50])=[O:24])=[CH:5][N:6]=1. The yield is 0.890. (4) The reactants are [CH3:1][S:2]([C:5]1[CH:6]=[C:7]([C:11]2[S:15][C:14]([C:16]3[N:20]([C:21]4[C:22]([C:27]([F:30])([F:29])[F:28])=[N:23][CH:24]=[CH:25][CH:26]=4)[N:19]=[C:18]([C:31]([OH:34])([CH3:33])[CH3:32])[CH:17]=3)=[CH:13][CH:12]=2)[CH:8]=[CH:9][CH:10]=1)(=[O:4])=[O:3].[Cl:35]N1C(=O)CCC1=O.C1(=O)NC(=O)CC1. The catalyst is CC#N.C(Cl)Cl. The product is [Cl:35][C:17]1[C:18]([C:31]([OH:34])([CH3:32])[CH3:33])=[N:19][N:20]([C:21]2[C:22]([C:27]([F:30])([F:29])[F:28])=[N:23][CH:24]=[CH:25][CH:26]=2)[C:16]=1[C:14]1[S:15][C:11]([C:7]2[CH:8]=[CH:9][CH:10]=[C:5]([S:2]([CH3:1])(=[O:4])=[O:3])[CH:6]=2)=[CH:12][CH:13]=1. The yield is 0.600. (5) The reactants are [NH2:1][C@H:2]([CH2:22][C:23]1[CH:28]=[C:27]([F:29])[C:26]([F:30])=[CH:25][C:24]=1[F:31])[CH2:3][C:4]([N:6]1[CH2:11][CH2:10][N:9]2[C:12]([C:18]([F:21])([F:20])[F:19])=[N:13][C:14]([C:15]([OH:17])=[O:16])=[C:8]2[CH2:7]1)=[O:5].[OH-].[K+:33]. The catalyst is CO. The product is [NH2:1][C@H:2]([CH2:22][C:23]1[CH:28]=[C:27]([F:29])[C:26]([F:30])=[CH:25][C:24]=1[F:31])[CH2:3][C:4]([N:6]1[CH2:11][CH2:10][N:9]2[C:12]([C:18]([F:21])([F:19])[F:20])=[N:13][C:14]([C:15]([O-:17])=[O:16])=[C:8]2[CH2:7]1)=[O:5].[K+:33]. The yield is 1.00. (6) The reactants are [CH2:1]([O:3][C:4](=[O:29])[CH2:5][C:6]1[N:7]=[C:8]([NH:11][C:12]([NH:14][C:15]2[CH:20]=[CH:19][C:18]([CH3:21])=[CH:17][C:16]=2[C:22]([CH:24]2[CH2:28][CH2:27][CH2:26][CH2:25]2)=[O:23])=[O:13])[S:9][CH:10]=1)[CH3:2].[Cl:30]N1C(=O)CCC1=O. The catalyst is C(#N)C.C(Cl)Cl. The product is [CH2:1]([O:3][C:4](=[O:29])[CH2:5][C:6]1[N:7]=[C:8]([NH:11][C:12]([NH:14][C:15]2[CH:20]=[CH:19][C:18]([CH3:21])=[CH:17][C:16]=2[C:22]([CH:24]2[CH2:28][CH2:27][CH2:26][CH2:25]2)=[O:23])=[O:13])[S:9][C:10]=1[Cl:30])[CH3:2]. The yield is 0.150.